Dataset: Full USPTO retrosynthesis dataset with 1.9M reactions from patents (1976-2016). Task: Predict the reactants needed to synthesize the given product. Given the product [Cl:16][C:17]1[C:18]2[S:25][C:24]([C:26]([OH:28])=[O:27])=[CH:23][C:19]=2[N:20]=[CH:21][N:22]=1, predict the reactants needed to synthesize it. The reactants are: CC1(C)CCCC(C)(C)N1.[Li]CCCC.[Cl:16][C:17]1[C:18]2[S:25][CH:24]=[CH:23][C:19]=2[N:20]=[CH:21][N:22]=1.[C:26](=[O:28])=[O:27].